This data is from Catalyst prediction with 721,799 reactions and 888 catalyst types from USPTO. The task is: Predict which catalyst facilitates the given reaction. (1) Reactant: [F:1][C:2]1[CH:10]=[CH:9][CH:8]=[C:7]2[C:3]=1[CH2:4][CH2:5][NH:6]2.[C:11](O[C:11]([O:13][C:14]([CH3:17])([CH3:16])[CH3:15])=[O:12])([O:13][C:14]([CH3:17])([CH3:16])[CH3:15])=[O:12].C(N(C(C)C)CC)(C)C. Product: [F:1][C:2]1[CH:10]=[CH:9][CH:8]=[C:7]2[C:3]=1[CH2:4][CH2:5][N:6]2[C:11]([O:13][C:14]([CH3:17])([CH3:16])[CH3:15])=[O:12]. The catalyst class is: 64. (2) Reactant: [C:1]([O:5][C:6]([NH:8][C:9]1[CH:10]=[N:11][CH:12]=[CH:13][CH:14]=1)=[O:7])([CH3:4])([CH3:3])[CH3:2].[CH2:15]([Li])CCC.CI.O. Product: [C:1]([O:5][C:6]([NH:8][C:9]1[CH:10]=[N:11][CH:12]=[CH:13][C:14]=1[CH3:15])=[O:7])([CH3:4])([CH3:2])[CH3:3]. The catalyst class is: 7.